From a dataset of Full USPTO retrosynthesis dataset with 1.9M reactions from patents (1976-2016). Predict the reactants needed to synthesize the given product. (1) Given the product [CH2:1]([O:8][C:9]([N:11]1[CH2:16][CH2:15][N:14]([C:17]2[CH:22]=[CH:21][C:20]([NH:23][C:35]([C:36]3[O:37][C:38]([C:40]#[N:34])=[CH:44][CH:45]=3)=[O:47])=[C:19]([N:26]3[CH2:31][CH2:30][CH:29]([CH3:32])[CH2:28][CH2:27]3)[CH:18]=2)[CH2:13][CH2:12]1)=[O:10])[C:2]1[CH:7]=[CH:6][CH:5]=[CH:4][CH:3]=1, predict the reactants needed to synthesize it. The reactants are: [CH2:1]([O:8][C:9]([N:11]1[CH2:16][CH2:15][N:14]([C:17]2[CH:22]=[CH:21][C:20]([N+:23]([O-])=O)=[C:19]([N:26]3[CH2:31][CH2:30][CH:29]([CH3:32])[CH2:28][CH2:27]3)[CH:18]=2)[CH2:13][CH2:12]1)=[O:10])[C:2]1[CH:7]=[CH:6][CH:5]=[CH:4][CH:3]=1.[Cl-].[NH4+:34].[CH3:35][CH2:36][O:37][C:38]([CH3:40])=O.ClCCl.[CH3:44][CH2:45]O.[OH2:47]. (2) Given the product [CH3:23][S:24]([O:13][C:9]1[N:8]=[C:7]2[C:2]([Cl:1])=[N:3][CH:4]=[CH:5][C:6]2=[N:11][C:10]=1[CH3:12])(=[O:26])=[O:25], predict the reactants needed to synthesize it. The reactants are: [Cl:1][C:2]1[C:7]2=[N:8][C:9]([OH:13])=[C:10]([CH3:12])[N:11]=[C:6]2[CH:5]=[CH:4][N:3]=1.CCN(C(C)C)C(C)C.[CH3:23][S:24](Cl)(=[O:26])=[O:25]. (3) The reactants are: [N:1]1([C:7]2[CH:8]=[C:9]([CH:12]=[CH:13][CH:14]=2)[C:10]#[N:11])[CH2:6][CH2:5][CH2:4][CH2:3][CH2:2]1. Given the product [N:1]1([C:7]2[CH:8]=[C:9]([CH:12]=[CH:13][CH:14]=2)[CH2:10][NH2:11])[CH2:6][CH2:5][CH2:4][CH2:3][CH2:2]1, predict the reactants needed to synthesize it.